Dataset: Reaction yield outcomes from USPTO patents with 853,638 reactions. Task: Predict the reaction yield, written as a fraction of the theoretical maximum amount of product (1.0 means a 100% yield; for example, 0.34 means a 34% yield). (1) The reactants are [OH:1][C@@H:2]1[CH2:7][CH2:6][CH2:5][C@H:4]([N:8]2C(=O)C3C(=CC=CC=3)C2=O)[CH2:3]1.O.NN.NN.[ClH:24]. The catalyst is C(O)C. The product is [ClH:24].[NH2:8][C@@H:4]1[CH2:5][CH2:6][CH2:7][C@H:2]([OH:1])[CH2:3]1. The yield is 1.04. (2) The reactants are Br[C:2]1[CH:3]=[C:4]2[CH2:10][CH2:9][NH:8][C:5]2=[N:6][CH:7]=1.[CH:11]1([C:15]2[CH:20]=[CH:19][C:18](B(O)O)=[C:17]([F:24])[C:16]=2[O:25][CH3:26])[CH2:14][CH2:13][CH2:12]1.C(=O)([O-])[O-].[K+].[K+].C(Cl)Cl.N#N. The catalyst is CCOC(C)=O.Cl[Pd]Cl.C1(P(C2C=CC=CC=2)[C-]2C=CC=C2)C=CC=CC=1.[C-]1(P(C2C=CC=CC=2)C2C=CC=CC=2)C=CC=C1.[Fe+2].O.C1(C)C=CC=CC=1.CN(C=O)C. The product is [CH:11]1([C:15]2[CH:20]=[CH:19][C:18]([C:2]3[CH:3]=[C:4]4[CH2:10][CH2:9][NH:8][C:5]4=[N:6][CH:7]=3)=[C:17]([F:24])[C:16]=2[O:25][CH3:26])[CH2:12][CH2:13][CH2:14]1. The yield is 0.810. (3) The reactants are Br[C:2]1[CH:7]=[CH:6][C:5]([NH:8][C:9]([C:11]2[N:12]([CH2:18][O:19][CH2:20][CH2:21][Si:22]([CH3:25])([CH3:24])[CH3:23])[CH:13]=[C:14]([C:16]#[N:17])[N:15]=2)=[O:10])=[C:4]([C:26]2[CH2:31][CH2:30][CH2:29][CH2:28][CH:27]=2)[CH:3]=1.[C:32]([O:36][C:37]([CH3:40])([CH3:39])[CH3:38])(=[O:35])[CH:33]=[CH2:34].C(=O)([O-])[O-].[Cs+].[Cs+]. The catalyst is O1CCOCC1. The product is [C:37]([O:36][C:32](=[O:35])[CH:33]=[CH:34][C:2]1[CH:7]=[CH:6][C:5]([NH:8][C:9]([C:11]2[N:12]([CH2:18][O:19][CH2:20][CH2:21][Si:22]([CH3:23])([CH3:25])[CH3:24])[CH:13]=[C:14]([C:16]#[N:17])[N:15]=2)=[O:10])=[C:4]([C:26]2[CH2:31][CH2:30][CH2:29][CH2:28][CH:27]=2)[CH:3]=1)([CH3:40])([CH3:39])[CH3:38]. The yield is 0.340. (4) The reactants are Br[C:2]1[N:6]2[CH2:7][C:8]3([C:15]4[CH:20]=[CH:19][C:18]([O:21][CH3:22])=[CH:17][CH:16]=4)[NH:14][CH2:13][CH2:12][N:9]3[C:10](=[O:11])[C:5]2=[CH:4][CH:3]=1.C(N(CC)CC)C.[CH3:30][Si:31]([C:34]#[CH:35])([CH3:33])[CH3:32]. The catalyst is Cl[Pd](Cl)([P](C1C=CC=CC=1)(C1C=CC=CC=1)C1C=CC=CC=1)[P](C1C=CC=CC=1)(C1C=CC=CC=1)C1C=CC=CC=1.[Cu]I. The product is [CH3:22][O:21][C:18]1[CH:19]=[CH:20][C:15]([C:8]23[NH:14][CH2:13][CH2:12][N:9]2[C:10](=[O:11])[C:5]2[N:6]([C:2]([C:35]#[C:34][Si:31]([CH3:33])([CH3:32])[CH3:30])=[CH:3][CH:4]=2)[CH2:7]3)=[CH:16][CH:17]=1. The yield is 0.620. (5) The reactants are [F:1][C:2]1[CH:27]=[CH:26][C:25]([F:28])=[CH:24][C:3]=1[CH2:4][N:5]1[CH2:10][CH2:9][NH:8][C:7]2[N:11]=[CH:12][C:13]([C:15]3[CH:23]=[CH:22][C:18]([C:19]([OH:21])=O)=[CH:17][CH:16]=3)=[CH:14][C:6]1=2.[N:29]1([CH:34]2[CH2:39][CH2:38][NH:37][CH2:36][CH2:35]2)[CH2:33][CH2:32][CH2:31][CH2:30]1. No catalyst specified. The product is [F:1][C:2]1[CH:27]=[CH:26][C:25]([F:28])=[CH:24][C:3]=1[CH2:4][N:5]1[CH2:10][CH2:9][NH:8][C:7]2[N:11]=[CH:12][C:13]([C:15]3[CH:23]=[CH:22][C:18]([C:19]([N:37]4[CH2:38][CH2:39][CH:34]([N:29]5[CH2:33][CH2:32][CH2:31][CH2:30]5)[CH2:35][CH2:36]4)=[O:21])=[CH:17][CH:16]=3)=[CH:14][C:6]1=2. The yield is 0.470. (6) The yield is 0.630. The product is [Cl:15][C:5]1[N:6]=[C:7]([C:9]2[CH:14]=[CH:13][CH:12]=[CH:11][N:10]=2)[NH:8][C:4]=1[I:3]. The reactants are [OH-].[Na+].[I:3][C:4]1[NH:8][C:7]([C:9]2[CH:14]=[CH:13][CH:12]=[CH:11][N:10]=2)=[N:6][CH:5]=1.[ClH:15]. The catalyst is Cl([O-])=O.[Na+]. (7) The product is [NH2:1][C:2]1[C:6]([CH3:7])=[CH:5][S:4][C:3]=1[C:8]([OH:10])=[O:9]. The reactants are [NH2:1][C:2]1[C:6]([CH3:7])=[CH:5][S:4][C:3]=1[C:8]([O:10]C)=[O:9].[OH-].[Na+].Cl. No catalyst specified. The yield is 0.650. (8) The reactants are [C:1]([C:3]([C:6]1[CH:7]=[C:8]([CH:12]=[CH:13][CH:14]=1)[C:9](Cl)=[O:10])([CH3:5])[CH3:4])#[N:2].Cl.Cl.[NH2:17][C:18]1[CH:19]=[C:20]([CH:29]=[CH:30][CH:31]=1)[O:21][C:22]1[CH:23]=[CH:24][C:25]([NH2:28])=[N:26][CH:27]=1.C(=O)([O-])O.[Na+]. The catalyst is CN(C)C(=O)C. The product is [NH2:28][C:25]1[N:26]=[CH:27][C:22]([O:21][C:20]2[CH:19]=[C:18]([NH:17][C:9](=[O:10])[C:8]3[CH:12]=[CH:13][CH:14]=[C:6]([C:3]([C:1]#[N:2])([CH3:5])[CH3:4])[CH:7]=3)[CH:31]=[CH:30][CH:29]=2)=[CH:23][CH:24]=1. The yield is 0.660.